Dataset: Reaction yield outcomes from USPTO patents with 853,638 reactions. Task: Predict the reaction yield, written as a fraction of the theoretical maximum amount of product (1.0 means a 100% yield; for example, 0.34 means a 34% yield). (1) The reactants are [CH3:1][C:2]1[NH:6][C:5]2[C:7]([C:17]([O:19][CH3:20])=[O:18])=[CH:8][C:9]([N:11]3[CH2:16][CH2:15][O:14][CH2:13][CH2:12]3)=[CH:10][C:4]=2[N:3]=1.[C:21]([O-])([O-])=O.[K+].[K+].BrC[C:29]1[CH:38]=[CH:37][CH:36]=[C:35]2[C:30]=1[CH:31]=[CH:32][CH:33]=[N:34]2.O. The catalyst is CN(C=O)C. The product is [CH3:1][C:2]1[N:3]([CH2:21][C:36]2[CH:37]=[CH:38][CH:29]=[C:30]3[C:35]=2[N:34]=[CH:33][CH:32]=[CH:31]3)[C:4]2[CH:10]=[C:9]([N:11]3[CH2:12][CH2:13][O:14][CH2:15][CH2:16]3)[CH:8]=[C:7]([C:17]([O:19][CH3:20])=[O:18])[C:5]=2[N:6]=1. The yield is 0.240. (2) The reactants are C1(P(C2CCCCC2)C2C=CC=CC=2C2C=CC=CC=2)CCCCC1.CN(C)C(=O)C.Br[C:33]1[C:34]([NH:40][C:41]2[CH:48]=[CH:47][C:44]([CH:45]=[O:46])=[CH:43][CH:42]=2)=[N:35][CH:36]=[C:37]([CH3:39])[CH:38]=1.C1CCN2C(=NCCC2)CC1. The catalyst is CO.C([O-])(=O)C.[Pd+2].C([O-])(=O)C.O. The product is [CH3:39][C:37]1[CH:36]=[N:35][C:34]2[NH:40][C:41]3[C:48]([C:33]=2[CH:38]=1)=[CH:47][C:44]([CH:45]=[O:46])=[CH:43][CH:42]=3. The yield is 0.111. (3) The product is [CH2:12]1[C:20]2[C:15](=[CH:16][C:17]([NH:21][C:22]3[S:23][CH:3]=[C:4]([C:6]4[CH:11]=[CH:10][N:9]=[CH:8][CH:7]=4)[N:24]=3)=[CH:18][CH:19]=2)[CH2:14][CH2:13]1. The catalyst is CCO.O. The reactants are Br.Br[CH2:3][C:4]([C:6]1[CH:11]=[CH:10][N:9]=[CH:8][CH:7]=1)=O.[CH2:12]1[C:20]2[C:15](=[CH:16][C:17]([NH:21][C:22]([NH2:24])=[S:23])=[CH:18][CH:19]=2)[CH2:14][CH2:13]1.N. The yield is 0.870.